This data is from Full USPTO retrosynthesis dataset with 1.9M reactions from patents (1976-2016). The task is: Predict the reactants needed to synthesize the given product. (1) Given the product [C:33]1([CH:13]([C:7]2[CH:12]=[CH:11][CH:10]=[CH:9][CH:8]=2)[CH2:14][NH:15][C:16]2[N:24]=[C:23]([S:3]([CH3:39])(=[O:5])=[O:2])[N:22]=[C:21]3[C:17]=2[N:18]=[CH:19][N:20]3[CH:27]2[CH2:32][CH2:31][CH2:30][CH2:29][O:28]2)[CH:34]=[CH:35][CH:36]=[CH:37][CH:38]=1, predict the reactants needed to synthesize it. The reactants are: O[O:2][S:3]([O-:5])=O.[K+].[C:7]1([CH:13]([C:33]2[CH:38]=[CH:37][CH:36]=[CH:35][CH:34]=2)[CH2:14][NH:15][C:16]2[N:24]=[C:23](SC)[N:22]=[C:21]3[C:17]=2[N:18]=[CH:19][N:20]3[CH:27]2[CH2:32][CH2:31][CH2:30][CH2:29][O:28]2)[CH:12]=[CH:11][CH:10]=[CH:9][CH:8]=1.[C:39](=O)([O-])O.[Na+]. (2) Given the product [I:34][C:23]1[N:22]([S:19]([C:16]2[CH:15]=[CH:14][C:13]([CH3:33])=[CH:18][CH:17]=2)(=[O:21])=[O:20])[C:26]2[N:27]=[CH:28][CH:29]=[C:30]([C:31]#[N:32])[C:25]=2[CH:24]=1, predict the reactants needed to synthesize it. The reactants are: C(NC(C)C)(C)C.C([Li])CCC.[C:13]1([CH3:33])[CH:18]=[CH:17][C:16]([S:19]([N:22]2[C:26]3[N:27]=[CH:28][CH:29]=[C:30]([C:31]#[N:32])[C:25]=3[CH:24]=[CH:23]2)(=[O:21])=[O:20])=[CH:15][CH:14]=1.[I:34]I.